This data is from Forward reaction prediction with 1.9M reactions from USPTO patents (1976-2016). The task is: Predict the product of the given reaction. Given the reactants [CH2:1]([O:3][C:4](=[O:20])[C@@H:5]([OH:19])[CH2:6][C:7]([C:9]1[CH:18]=[CH:17][C:16]2[C:11](=CC=CC=2)[CH:10]=1)=[O:8])[CH3:2].[CH3:21][CH2:22]CCCC.CC(O)C, predict the reaction product. The product is: [CH2:1]([O:3][C:4](=[O:20])[C@@H:5]([OH:19])[CH:6]([C:7](=[O:8])[C:9]1[CH:10]=[CH:11][CH:16]=[CH:17][CH:18]=1)[CH2:21][CH3:22])[CH3:2].